Predict which catalyst facilitates the given reaction. From a dataset of Catalyst prediction with 721,799 reactions and 888 catalyst types from USPTO. (1) Reactant: I[C:2]1[N:3]=[CH:4][N:5]([C:7]([C:20]2[CH:25]=[CH:24][CH:23]=[CH:22][CH:21]=2)([C:14]2[CH:19]=[CH:18][CH:17]=[CH:16][CH:15]=2)[C:8]2[CH:13]=[CH:12][CH:11]=[CH:10][CH:9]=2)[CH:6]=1.C([Mg]Br)C.[O:30]1[C:35]2[CH:36]=[CH:37][CH:38]=[C:39]([CH:40]=[O:41])[C:34]=2[O:33][CH2:32][CH2:31]1. Product: [O:30]1[C:35]2[CH:36]=[CH:37][CH:38]=[C:39]([CH:40]([C:2]3[N:3]=[CH:4][N:5]([C:7]([C:8]4[CH:9]=[CH:10][CH:11]=[CH:12][CH:13]=4)([C:14]4[CH:19]=[CH:18][CH:17]=[CH:16][CH:15]=4)[C:20]4[CH:25]=[CH:24][CH:23]=[CH:22][CH:21]=4)[CH:6]=3)[OH:41])[C:34]=2[O:33][CH2:32][CH2:31]1. The catalyst class is: 4. (2) Reactant: [Cl:1][C:2]1[N:7]=[N:6][C:5]([OH:8])=[CH:4][CH:3]=1.C(=O)([O-])[O-].[K+].[K+].Br[CH2:16][C:17]([O:19][CH2:20][CH3:21])=[O:18]. Product: [Cl:1][C:2]1[CH:3]=[CH:4][C:5](=[O:8])[N:6]([CH2:16][C:17]([O:19][CH2:20][CH3:21])=[O:18])[N:7]=1. The catalyst class is: 3. (3) Reactant: [S:1]1[CH:5]=[CH:4][CH:3]=[C:2]1[C:6]([NH:8][CH2:9][C@@H:10]([C:12]([OH:14])=[O:13])[NH2:11])=[O:7].[Cl:15][C:16]1[CH:31]=[C:30]([Sn:32]([CH2:41][CH2:42][CH2:43][CH3:44])([CH2:37][CH2:38][CH2:39][CH3:40])[CH2:33][CH2:34][CH2:35][CH3:36])[CH:29]=[CH:28][C:17]=1[C:18](ON1C(=O)CCC1=O)=[O:19]. Product: [Cl:15][C:16]1[CH:31]=[C:30]([Sn:32]([CH2:37][CH2:38][CH2:39][CH3:40])([CH2:41][CH2:42][CH2:43][CH3:44])[CH2:33][CH2:34][CH2:35][CH3:36])[CH:29]=[CH:28][C:17]=1[C:18]([NH:11][C@H:10]([C:12]([OH:14])=[O:13])[CH2:9][NH:8][C:6]([C:2]1[S:1][CH:5]=[CH:4][CH:3]=1)=[O:7])=[O:19]. The catalyst class is: 9. (4) Reactant: [CH3:1][N:2]1[CH2:7][CH2:6][N:5]([C:8]2[C:9]([CH2:14][O:15][C:16]3[CH:25]=[CH:24][C:19]([C:20]([O:22]C)=[O:21])=[CH:18][CH:17]=3)=[N:10][CH:11]=[CH:12][CH:13]=2)[CH2:4][CH2:3]1.[Li+].[OH-]. Product: [CH3:1][N:2]1[CH2:7][CH2:6][N:5]([C:8]2[C:9]([CH2:14][O:15][C:16]3[CH:25]=[CH:24][C:19]([C:20]([OH:22])=[O:21])=[CH:18][CH:17]=3)=[N:10][CH:11]=[CH:12][CH:13]=2)[CH2:4][CH2:3]1. The catalyst class is: 200.